From a dataset of Catalyst prediction with 721,799 reactions and 888 catalyst types from USPTO. Predict which catalyst facilitates the given reaction. (1) Reactant: [Cl:1][C:2]1[CH:3]=[C:4]2[C:8](=[C:9]([F:11])[CH:10]=1)[N:7]([CH2:12][CH2:13][C:14]([O:16][CH2:17][CH3:18])=[O:15])[C:6]([CH2:19][OH:20])=[CH:5]2.C(N(CC)CC)C.[CH3:28][S:29](Cl)(=[O:31])=[O:30]. Product: [Cl:1][C:2]1[CH:3]=[C:4]2[C:8](=[C:9]([F:11])[CH:10]=1)[N:7]([CH2:12][CH2:13][C:14]([O:16][CH2:17][CH3:18])=[O:15])[C:6]([CH2:19][O:20][S:29]([CH3:28])(=[O:31])=[O:30])=[CH:5]2. The catalyst class is: 4. (2) Reactant: [CH2:1]([O:3][C:4]([C:6]1[C:10]([N+:11]([O-])=O)=[C:9]([C:14]2[CH:19]=[CH:18][CH:17]=[CH:16][CH:15]=2)[O:8][N:7]=1)=[O:5])[CH3:2]. Product: [CH2:1]([O:3][C:4]([C:6]1[C:10]([NH2:11])=[C:9]([C:14]2[CH:19]=[CH:18][CH:17]=[CH:16][CH:15]=2)[O:8][N:7]=1)=[O:5])[CH3:2]. The catalyst class is: 319. (3) Reactant: [CH3:1][CH:2]1[CH2:6][CH2:5][CH2:4][N:3]1[C:7]1[N:12]=[C:11]([NH:13][C:14]2[C:15]3[N:16]([CH:29]=[CH:30][N:31]=3)[N:17]=[C:18]([C:20]3[CH:21]=[C:22]([CH:26]=[CH:27][CH:28]=3)[C:23]([OH:25])=O)[CH:19]=2)[CH:10]=[CH:9][CH:8]=1.[Cl-].[NH4+].CC[N:36]=C=NCCCN(C)C.C1C=CC2N(O)N=NC=2C=1.CCN(CC)CC. Product: [CH3:1][CH:2]1[CH2:6][CH2:5][CH2:4][N:3]1[C:7]1[N:12]=[C:11]([NH:13][C:14]2[C:15]3[N:16]([CH:29]=[CH:30][N:31]=3)[N:17]=[C:18]([C:20]3[CH:21]=[C:22]([CH:26]=[CH:27][CH:28]=3)[C:23]([NH2:36])=[O:25])[CH:19]=2)[CH:10]=[CH:9][CH:8]=1. The catalyst class is: 139. (4) Reactant: C([O:8][C:9]1[CH:10]=[C:11]2[C:15](=[CH:16][CH:17]=1)[NH:14][C:13]([CH:18]1[CH2:20][CH:19]1[C:21]([O:23][CH2:24][CH3:25])=[O:22])=[CH:12]2)C1C=CC=CC=1. Product: [OH:8][C:9]1[CH:10]=[C:11]2[C:15](=[CH:16][CH:17]=1)[NH:14][C:13]([CH:18]1[CH2:20][CH:19]1[C:21]([O:23][CH2:24][CH3:25])=[O:22])=[CH:12]2. The catalyst class is: 19. (5) Reactant: [CH3:1][C:2]1[S:6][C:5]([C:7]([C:9]2[CH:10]=[C:11]([CH3:15])[CH:12]=[CH:13][CH:14]=2)=O)=[CH:4][CH:3]=1.Cl.O([NH2:19])C.B.C1COCC1.[OH-].[Na+]. Product: [CH3:1][C:2]1[S:6][C:5]([CH:7]([NH2:19])[C:9]2[CH:10]=[C:11]([CH3:15])[CH:12]=[CH:13][CH:14]=2)=[CH:4][CH:3]=1. The catalyst class is: 17. (6) Reactant: C([Li])CCC.[CH2:6]([C:9]1[C:10]([F:16])=[N:11][CH:12]=[CH:13][C:14]=1I)[CH:7]=[CH2:8].[CH3:17][CH2:18][C:19](=[O:22])[CH2:20][CH3:21].O. Product: [CH2:6]([C:9]1[C:10]([F:16])=[N:11][CH:12]=[CH:13][C:14]=1[C:19]([OH:22])([CH2:20][CH3:21])[CH2:18][CH3:17])[CH:7]=[CH2:8]. The catalyst class is: 323. (7) Reactant: [F:1][C:2]([F:15])([F:14])[S:3]([O:6]S(C(F)(F)F)(=O)=O)(=[O:5])=[O:4].C[CH:17](O)[C:18]([O-:20])=[O:19].N1C=CC=C[CH:23]=1. Product: [S:3]([O:6][CH2:17][C:18]([O:20][CH3:23])=[O:19])([C:2]([F:15])([F:14])[F:1])(=[O:5])=[O:4]. The catalyst class is: 2. (8) Reactant: [CH:1]1([CH2:7][N:8]2[C:12]([C:13]3[CH:18]=[C:17]([C:19]([CH3:22])([CH3:21])[CH3:20])[CH:16]=[C:15]([C:23]([CH3:26])([CH3:25])[CH3:24])[CH:14]=3)=[CH:11][C:10]([C:27](O)=[O:28])=[C:9]2[CH3:30])[CH2:6][CH2:5][CH2:4][CH2:3][CH2:2]1.C[N:32](C(ON1N=NC2C=CC=NC1=2)=[N+](C)C)C.F[P-](F)(F)(F)(F)F.[NH4+].[Cl-]. Product: [CH:1]1([CH2:7][N:8]2[C:12]([C:13]3[CH:18]=[C:17]([C:19]([CH3:20])([CH3:21])[CH3:22])[CH:16]=[C:15]([C:23]([CH3:26])([CH3:25])[CH3:24])[CH:14]=3)=[CH:11][C:10]([C:27]([NH2:32])=[O:28])=[C:9]2[CH3:30])[CH2:2][CH2:3][CH2:4][CH2:5][CH2:6]1. The catalyst class is: 3. (9) Reactant: C([O:3][C:4]([C:6]1([CH3:17])[CH2:11][NH:10][C:9]2[CH:12]=[C:13]([Cl:16])[CH:14]=[CH:15][C:8]=2[O:7]1)=[O:5])C.[Li+].[OH-]. Product: [Cl:16][C:13]1[CH:14]=[CH:15][C:8]2[O:7][C:6]([CH3:17])([C:4]([OH:5])=[O:3])[CH2:11][NH:10][C:9]=2[CH:12]=1. The catalyst class is: 20.